Task: Predict the reactants needed to synthesize the given product.. Dataset: Full USPTO retrosynthesis dataset with 1.9M reactions from patents (1976-2016) (1) Given the product [CH2:1]([C@@H:8]([C:9]([N:32]([C:29]1[S:30][CH:31]=[C:27]([C:25]2[CH:26]=[C:21]([Cl:20])[CH:22]=[CH:23][C:24]=2[C:34]2[CH:35]=[N:36][C:37]([O:40][CH3:41])=[CH:38][CH:39]=2)[N:28]=1)[CH3:33])=[O:11])[CH2:12][C:13]([OH:15])=[O:14])[C:2]1[CH:3]=[CH:4][CH:5]=[CH:6][CH:7]=1.[Br:53][C:54]1[CH:59]=[CH:58][C:57]([Cl:60])=[CH:56][C:55]=1[C:61]1[N:62]=[C:63]([NH:66][CH3:67])[S:64][CH:65]=1, predict the reactants needed to synthesize it. The reactants are: [CH2:1]([C@H:8]([CH2:12][C:13]([O:15]C(C)(C)C)=[O:14])[C:9]([OH:11])=O)[C:2]1[CH:7]=[CH:6][CH:5]=[CH:4][CH:3]=1.[Cl:20][C:21]1[CH:22]=[CH:23][C:24]([C:34]2[CH:35]=[N:36][C:37]([O:40][CH3:41])=[CH:38][CH:39]=2)=[C:25]([C:27]2[N:28]=[C:29]([NH:32][CH3:33])[S:30][CH:31]=2)[CH:26]=1.COC1N=CC(B(O)O)=CC=1.[Br:53][C:54]1[CH:59]=[CH:58][C:57]([Cl:60])=[CH:56][C:55]=1[C:61]1[N:62]=[C:63]([NH:66][CH3:67])[S:64][CH:65]=1. (2) The reactants are: [C:1]([O:5][C:6]([NH:8][C@:9]1([C:16]([OH:18])=O)[CH2:11][C@H:10]1[CH2:12][CH:13]([F:15])[F:14])=[O:7])([CH3:4])([CH3:3])[CH3:2].C1N=CN(C(N2C=NC=C2)=O)C=1.[CH:31]1([S:34]([NH2:37])(=[O:36])=[O:35])[CH2:33][CH2:32]1.C1CCN2C(=NCCC2)CC1. Given the product [CH:31]1([S:34]([NH:37][C:16]([C@@:9]2([NH:8][C:6](=[O:7])[O:5][C:1]([CH3:2])([CH3:3])[CH3:4])[CH2:11][C@H:10]2[CH2:12][CH:13]([F:14])[F:15])=[O:18])(=[O:36])=[O:35])[CH2:33][CH2:32]1, predict the reactants needed to synthesize it. (3) Given the product [CH2:8]([C:7]1[NH:6][C:5](=[O:19])[C:4]([C:20]2[N:21]=[C:22]([C:25]3[CH:30]=[CH:29][N:28]=[CH:27][CH:26]=3)[S:23][CH:24]=2)=[CH:3][C:2]=1[NH:1][C:41](=[O:42])[CH2:40][NH:38][CH3:36])[CH3:9], predict the reactants needed to synthesize it. The reactants are: [NH2:1][C:2]1[CH:3]=[C:4]([C:20]2[N:21]=[C:22]([C:25]3[CH:30]=[CH:29][N:28]=[CH:27][CH:26]=3)[S:23][CH:24]=2)[C:5](=[O:19])[N:6](CC2C=CC(OC)=CC=2)[C:7]=1[CH2:8][CH3:9].C(O[C:36]([N:38]([CH2:40][C:41](O)=[O:42])C)=O)(C)(C)C.COC1C=C(S)C=CC=1.C(O)(C(F)(F)F)=O. (4) Given the product [Si:14]([O:21][CH2:22][C@H:23]1[CH2:34][CH2:33][C:32]2[S:31][C:30]3[N:29]=[CH:28][N:27]=[C:26]([O:11][CH:8]4[CH2:9][CH2:10][C:5]5([O:4][CH2:3][CH2:2][O:1]5)[CH2:6][CH2:7]4)[C:25]=3[C:24]1=2)([C:17]([CH3:20])([CH3:18])[CH3:19])([CH3:16])[CH3:15], predict the reactants needed to synthesize it. The reactants are: [O:1]1[C:5]2([CH2:10][CH2:9][CH:8]([OH:11])[CH2:7][CH2:6]2)[O:4][CH2:3][CH2:2]1.[H-].[Na+].[Si:14]([O:21][CH2:22][C@H:23]1[CH2:34][CH2:33][C:32]2[S:31][C:30]3[N:29]=[CH:28][N:27]=[C:26](Cl)[C:25]=3[C:24]1=2)([C:17]([CH3:20])([CH3:19])[CH3:18])([CH3:16])[CH3:15].